Dataset: Forward reaction prediction with 1.9M reactions from USPTO patents (1976-2016). Task: Predict the product of the given reaction. (1) Given the reactants [F:1][C:2]1[CH:10]=[CH:9][C:5]([C:6]([OH:8])=[O:7])=[CH:4][C:3]=1[CH3:11].[Br:12]N1C(=O)CCC1=O.C(OOC(=O)C1C=CC=CC=1)(=O)C1C=CC=CC=1, predict the reaction product. The product is: [Br:12][CH2:11][C:3]1[CH:4]=[C:5]([CH:9]=[CH:10][C:2]=1[F:1])[C:6]([OH:8])=[O:7]. (2) Given the reactants [C:1]([C:7]1[C:11]2[CH:12]=[CH:13][CH:14]=[CH:15][C:10]=2[O:9][C:8]=1[C:16]1[CH:17]=[C:18]2[C:23](=[CH:24][CH:25]=1)[CH:22]=[C:21]([O:26][CH2:27][C:28]#[N:29])[CH:20]=[CH:19]2)(=[O:6])[CH2:2][CH2:3][CH2:4][CH3:5].[N-:30]=[N+:31]=[N-:32].[Na+].[Cl-].[NH4+], predict the reaction product. The product is: [NH:30]1[C:28]([CH2:27][O:26][C:21]2[CH:22]=[C:23]3[C:18](=[CH:19][CH:20]=2)[CH:17]=[C:16]([C:8]2[O:9][C:10]4[CH:15]=[CH:14][CH:13]=[CH:12][C:11]=4[C:7]=2[C:1](=[O:6])[CH2:2][CH2:3][CH2:4][CH3:5])[CH:25]=[CH:24]3)=[N:29][N:32]=[N:31]1. (3) Given the reactants [CH3:1][O:2][C:3](=[O:6])[CH2:4][NH2:5].CCN(C(C)C)C(C)C.Br[CH2:17][CH2:18][CH2:19][CH2:20][CH2:21][CH2:22][CH2:23][CH3:24].S([O-])([O-])(=O)=O.[Mg+2], predict the reaction product. The product is: [CH2:17]([NH:5][CH2:4][C:3]([O:2][CH3:1])=[O:6])[CH2:18][CH2:19][CH2:20][CH2:21][CH2:22][CH2:23][CH3:24]. (4) The product is: [CH:3]([C:4]1[CH:9]=[CH:8][N:7]=[CH:6][C:5]=1[O:10][CH2:11][C:12]1[CH:13]=[CH:14][C:15]([C:18]([NH:20][S:21]([CH3:24])(=[O:22])=[O:23])=[O:19])=[CH:16][N:17]=1)=[O:2].[F:27][C:28]([F:33])([F:32])[C:29]([OH:31])=[O:30]. Given the reactants C[O:2][CH:3](OC)[C:4]1[CH:9]=[CH:8][N:7]=[CH:6][C:5]=1[O:10][CH2:11][C:12]1[N:17]=[CH:16][C:15]([C:18]([NH:20][S:21]([CH3:24])(=[O:23])=[O:22])=[O:19])=[CH:14][CH:13]=1.[F:27][C:28]([F:33])([F:32])[C:29]([OH:31])=[O:30], predict the reaction product. (5) The product is: [Br:24][C:25]1[CH:32]=[CH:31][C:28]([C:29]2[N:12]([CH2:11][C@@H:8]3[CH2:9][CH2:10][N:6]([C:4]([CH:1]4[CH2:3][CH2:2]4)=[O:5])[CH2:7]3)[C:13]3[CH:18]=[C:17]([C:19]([F:20])([F:21])[F:22])[CH:16]=[CH:15][C:14]=3[N:23]=2)=[CH:27][CH:26]=1. Given the reactants [CH:1]1([C:4]([N:6]2[CH2:10][CH2:9][C@@H:8]([CH2:11][NH:12][C:13]3[C:14]([NH2:23])=[CH:15][CH:16]=[C:17]([C:19]([F:22])([F:21])[F:20])[CH:18]=3)[CH2:7]2)=[O:5])[CH2:3][CH2:2]1.[Br:24][C:25]1[CH:32]=[CH:31][C:28]([CH:29]=O)=[CH:27][CH:26]=1, predict the reaction product.